This data is from Forward reaction prediction with 1.9M reactions from USPTO patents (1976-2016). The task is: Predict the product of the given reaction. (1) The product is: [Br:23][C:24]1[CH:35]=[C:28]([C:29]([C:14]2[C:15]3[CH:20]=[N:19][C:18]([Cl:21])=[N:17][C:16]=3[N:12]([CH:10]([CH3:11])[CH2:9][O:8][Si:1]([C:4]([CH3:7])([CH3:6])[CH3:5])([CH3:3])[CH3:2])[CH:13]=2)=[O:30])[CH:27]=[N:26][CH:25]=1. Given the reactants [Si:1]([O:8][CH2:9][CH:10]([N:12]1[C:16]2[N:17]=[C:18]([Cl:21])[N:19]=[CH:20][C:15]=2[C:14](I)=[CH:13]1)[CH3:11])([C:4]([CH3:7])([CH3:6])[CH3:5])([CH3:3])[CH3:2].[Br:23][C:24]1[CH:25]=[N:26][CH:27]=[C:28]([CH:35]=1)[C:29](N(OC)C)=[O:30], predict the reaction product. (2) The product is: [C:1]([O:9][C@H:10]([CH2:15][C:16]1[C:17]([CH2:25][O:26][C:27](=[O:29])[CH3:28])=[C:18]2[C:19](=[C:20]([Cl:22])[CH:21]=1)[NH:23][N:41]=[CH:24]2)[C:11]([O:13][CH3:14])=[O:12])(=[O:8])[C:2]1[CH:7]=[CH:6][CH:5]=[CH:4][CH:3]=1. Given the reactants [C:1]([O:9][C@H:10]([CH2:15][C:16]1[CH:21]=[C:20]([Cl:22])[C:19]([NH2:23])=[C:18]([CH3:24])[C:17]=1[CH2:25][O:26][C:27](=[O:29])[CH3:28])[C:11]([O:13][CH3:14])=[O:12])(=[O:8])[C:2]1[CH:7]=[CH:6][CH:5]=[CH:4][CH:3]=1.C1(C)C=CC=CC=1.C(O)(=O)C.[N:41](OCCC(C)C)=O.C([O-])(=O)C.[K+], predict the reaction product.